The task is: Predict the reactants needed to synthesize the given product.. This data is from Full USPTO retrosynthesis dataset with 1.9M reactions from patents (1976-2016). (1) Given the product [Cl:29][C:18]1[CH:17]=[C:16]([NH:15][C:7]2[C:6]3[C:11](=[CH:12][CH:13]=[CH:14][C:5]=3[O:4][CH2:3][CH2:2][NH:1][C:32](=[O:33])[C@@H:31]([OH:30])[CH2:36][CH2:35][OH:34])[N:10]=[CH:9][N:8]=2)[CH:21]=[CH:20][C:19]=1[O:22][CH2:23][C:24]1[N:25]=[CH:26][S:27][CH:28]=1, predict the reactants needed to synthesize it. The reactants are: [NH2:1][CH2:2][CH2:3][O:4][C:5]1[CH:14]=[CH:13][CH:12]=[C:11]2[C:6]=1[C:7]([NH:15][C:16]1[CH:21]=[CH:20][C:19]([O:22][CH2:23][C:24]3[N:25]=[CH:26][S:27][CH:28]=3)=[C:18]([Cl:29])[CH:17]=1)=[N:8][CH:9]=[N:10]2.[OH:30][C@H:31]1[CH2:36][CH2:35][O:34][C:32]1=[O:33]. (2) Given the product [Si:30]([O:29][CH2:28][CH2:27][O:43][C:3]1[CH:2]=[CH:7][C:6]([C:8]2[N:12]([C:13]3[CH:18]=[CH:17][C:16]([O:19][CH3:20])=[CH:15][CH:14]=3)[N:11]=[C:10]([C:21]([F:23])([F:22])[F:24])[C:9]=2[CH3:25])=[CH:5][CH:4]=1)([C:33]([CH3:36])([CH3:35])[CH3:34])([CH3:32])[CH3:31], predict the reactants needed to synthesize it. The reactants are: O[C:2]1[CH:3]=[CH:4][CH:5]=[C:6]([C:8]2[N:12]([C:13]3[CH:18]=[CH:17][C:16]([O:19][CH3:20])=[CH:15][CH:14]=3)[N:11]=[C:10]([C:21]([F:24])([F:23])[F:22])[C:9]=2[CH3:25])[CH:7]=1.Br[CH2:27][CH2:28][O:29][Si:30]([C:33]([CH3:36])([CH3:35])[CH3:34])([CH3:32])[CH3:31].[H-].[Na+].CN(C=[O:43])C.